From a dataset of Full USPTO retrosynthesis dataset with 1.9M reactions from patents (1976-2016). Predict the reactants needed to synthesize the given product. (1) Given the product [Cl:16][C:11]1[CH:10]=[C:9]([C:8](=[C:17]2[CH2:18][C:19]([CH3:26])([CH3:25])[CH2:20][C:21]([CH3:23])([CH3:24])[CH2:22]2)[C:5]2[CH:6]=[CH:7][C:2](/[CH:29]=[CH:28]/[C:27]([O:31][CH2:32][CH3:33])=[O:30])=[CH:3][CH:4]=2)[CH:14]=[CH:13][C:12]=1[OH:15], predict the reactants needed to synthesize it. The reactants are: Br[C:2]1[CH:7]=[CH:6][C:5]([C:8](=[C:17]2[CH2:22][C:21]([CH3:24])([CH3:23])[CH2:20][C:19]([CH3:26])([CH3:25])[CH2:18]2)[C:9]2[CH:14]=[CH:13][C:12]([OH:15])=[C:11]([Cl:16])[CH:10]=2)=[CH:4][CH:3]=1.[C:27]([O:31][CH2:32][CH3:33])(=[O:30])[CH:28]=[CH2:29].CCN(CC)CC.CN(C=O)C. (2) Given the product [CH:1]([C:4]1[CH:22]=[CH:21][CH:20]=[CH:19][C:5]=1[CH2:6][N:7]1[CH:12]=[CH:11][CH:10]=[C:9]([C:13]([OH:15])=[O:14])[C:8]1=[O:18])([CH3:3])[CH3:2], predict the reactants needed to synthesize it. The reactants are: [CH:1]([C:4]1[CH:22]=[CH:21][CH:20]=[CH:19][C:5]=1[CH2:6][N:7]1[CH:12]=[CH:11][CH:10]=[C:9]([C:13]([O:15]CC)=[O:14])[C:8]1=[O:18])([CH3:3])[CH3:2]. (3) The reactants are: [F:1][C:2]([CH3:28])([CH3:27])[CH2:3][N:4]1[CH2:9][CH2:8][CH:7]([CH2:10][O:11][C:12]2[CH:13]=[CH:14][C:15]([C:18]3[CH:26]=[CH:25][C:21]([C:22](O)=[O:23])=[CH:20][CH:19]=3)=[N:16][CH:17]=2)[CH2:6][CH2:5]1.[NH:29]1[CH2:33][CH2:32][CH2:31][C@H:30]1[C:34]([NH2:36])=[O:35].F[P-](F)(F)(F)(F)F.N1(O[P+](N(C)C)(N(C)C)N(C)C)C2C=CC=CC=2N=N1.O. Given the product [F:1][C:2]([CH3:27])([CH3:28])[CH2:3][N:4]1[CH2:9][CH2:8][CH:7]([CH2:10][O:11][C:12]2[CH:13]=[CH:14][C:15]([C:18]3[CH:26]=[CH:25][C:21]([C:22]([N:29]4[CH2:33][CH2:32][CH2:31][C@H:30]4[C:34]([NH2:36])=[O:35])=[O:23])=[CH:20][CH:19]=3)=[N:16][CH:17]=2)[CH2:6][CH2:5]1, predict the reactants needed to synthesize it. (4) Given the product [CH2:1]([O:3][C:4](=[O:12])[C:5]1[CH:10]=[CH:9][CH:8]=[CH:7][C:6]=1[NH:11][C:16]1[C:17]([Cl:21])=[CH:18][N:19]=[C:14]([Cl:13])[N:15]=1)[CH3:2], predict the reactants needed to synthesize it. The reactants are: [CH2:1]([O:3][C:4](=[O:12])[C:5]1[CH:10]=[CH:9][CH:8]=[CH:7][C:6]=1[NH2:11])[CH3:2].[Cl:13][C:14]1[N:19]=[C:18](Cl)[C:17]([Cl:21])=[CH:16][N:15]=1. (5) Given the product [Cl:29][C:26]1[CH:25]=[N:24][C:23]([NH:20][C:17]2[CH:18]=[CH:19][C:14]([CH:10]3[O:11][CH2:12][CH2:13][N:8]([C:6]([O:5][C:1]([CH3:4])([CH3:2])[CH3:3])=[O:7])[CH2:9]3)=[CH:15][C:16]=2[F:21])=[N:28][CH:27]=1, predict the reactants needed to synthesize it. The reactants are: [C:1]([O:5][C:6]([N:8]1[CH2:13][CH2:12][O:11][CH:10]([C:14]2[CH:19]=[CH:18][C:17]([NH2:20])=[C:16]([F:21])[CH:15]=2)[CH2:9]1)=[O:7])([CH3:4])([CH3:3])[CH3:2].Cl[C:23]1[N:28]=[CH:27][C:26]([Cl:29])=[CH:25][N:24]=1.C(=O)([O-])[O-].[Cs+].[Cs+].